From a dataset of Forward reaction prediction with 1.9M reactions from USPTO patents (1976-2016). Predict the product of the given reaction. (1) Given the reactants C([O:3][C:4](=[O:33])[CH2:5][N:6]1[C:14]2[C:9](=[CH:10][CH:11]=[C:12]([O:15][CH:16]([CH3:32])[CH2:17][CH2:18][C:19]#[C:20][C:21]3[CH:26]=[CH:25][C:24]([O:27][C:28]([F:31])([F:30])[F:29])=[CH:23][CH:22]=3)[CH:13]=2)[CH:8]=[CH:7]1)C.[Li+].[OH-], predict the reaction product. The product is: [CH3:32][CH:16]([O:15][C:12]1[CH:13]=[C:14]2[C:9]([CH:8]=[CH:7][N:6]2[CH2:5][C:4]([OH:33])=[O:3])=[CH:10][CH:11]=1)[CH2:17][CH2:18][C:19]#[C:20][C:21]1[CH:26]=[CH:25][C:24]([O:27][C:28]([F:31])([F:30])[F:29])=[CH:23][CH:22]=1. (2) Given the reactants Cl.[C:2]([NH:5][C:6]1[CH:7]=[CH:8][C:9]([Cl:52])=[C:10]([C:12]2[CH:17]=[CH:16][CH:15]=[C:14]([CH2:18][C@H:19]([NH:34][C:35]([C@H:37]3[CH2:42][CH2:41][C@H:40]([CH2:43][NH:44]C(=O)OC(C)(C)C)[CH2:39][CH2:38]3)=[O:36])[C:20](=[O:33])[NH:21][C:22]3[CH:27]=[CH:26][C:25]([C:28]4[NH:32][N:31]=[N:30][N:29]=4)=[CH:24][CH:23]=3)[CH:13]=2)[CH:11]=1)(=[O:4])[CH3:3].C(#N)C, predict the reaction product. The product is: [ClH:52].[C:2]([NH:5][C:6]1[CH:7]=[CH:8][C:9]([Cl:52])=[C:10]([C:12]2[CH:17]=[CH:16][CH:15]=[C:14]([CH2:18][C@H:19]([NH:34][C:35]([C@H:37]3[CH2:38][CH2:39][C@H:40]([CH2:43][NH2:44])[CH2:41][CH2:42]3)=[O:36])[C:20](=[O:33])[NH:21][C:22]3[CH:27]=[CH:26][C:25]([C:28]4[NH:32][N:31]=[N:30][N:29]=4)=[CH:24][CH:23]=3)[CH:13]=2)[CH:11]=1)(=[O:4])[CH3:3]. (3) The product is: [O:3]1[CH:2]=[CH:1][CH:5]=[C:4]1[C:6]1[CH:7]=[C:8]([C:10]2[S:14][CH:13]=[CH:12][CH:11]=2)[NH:16][C:15](=[O:24])[CH:17]=1. Given the reactants [CH:1]1[CH:5]=[C:4](/[CH:6]=[CH:7]/[C:8]([C:10]2[S:14][CH:13]=[CH:12][CH:11]=2)=O)[O:3][CH:2]=1.[C:15]([CH2:17]C(N)=S)#[N:16].CC(C)([O-:24])C.[K+].N#N.Cl.C#N, predict the reaction product. (4) Given the reactants [F:1][C:2]1[C:7]([F:8])=[CH:6][CH:5]=[CH:4][C:3]=1[C:9]1[N:34]=[C:12]2[CH:13]=[N:14][N:15]([CH2:17][C:18]3[O:22][N:21]=[C:20]([C:23]4[CH:28]=[CH:27][C:26]([OH:29])=[CH:25][C:24]=4[C:30]([F:33])([F:32])[F:31])[CH:19]=3)[CH:16]=[C:11]2[N:10]=1.Cl[CH2:36][C:37]([N:39]1[CH2:44][CH2:43][O:42][CH2:41][CH2:40]1)=[O:38].C([O-])([O-])=O.[K+].[K+], predict the reaction product. The product is: [F:1][C:2]1[C:7]([F:8])=[CH:6][CH:5]=[CH:4][C:3]=1[C:9]1[N:34]=[C:12]2[CH:13]=[N:14][N:15]([CH2:17][C:18]3[O:22][N:21]=[C:20]([C:23]4[CH:28]=[CH:27][C:26]([O:29][CH2:36][C:37]([N:39]5[CH2:44][CH2:43][O:42][CH2:41][CH2:40]5)=[O:38])=[CH:25][C:24]=4[C:30]([F:32])([F:33])[F:31])[CH:19]=3)[CH:16]=[C:11]2[N:10]=1. (5) Given the reactants [N:1]1([C:6]2[N:11]=[N:10][C:9]([CH:12]([CH3:15])[CH2:13][OH:14])=[CH:8][CH:7]=2)[CH:5]=[N:4][N:3]=[N:2]1, predict the reaction product. The product is: [N:1]1([C:6]2[N:11]=[N:10][C:9]([CH:12]([CH3:15])[CH:13]=[O:14])=[CH:8][CH:7]=2)[CH:5]=[N:4][N:3]=[N:2]1.